This data is from Reaction yield outcomes from USPTO patents with 853,638 reactions. The task is: Predict the reaction yield, written as a fraction of the theoretical maximum amount of product (1.0 means a 100% yield; for example, 0.34 means a 34% yield). (1) The reactants are [CH:1]([C:3]1[C:7]2[CH2:8][N:9]([C:13]([O:15][C:16]([CH3:19])([CH3:18])[CH3:17])=[O:14])[CH:10]([CH3:12])[CH2:11][C:6]=2[NH:5][N:4]=1)=[O:2].CC(=CC)C.Cl([O-])=[O:26].[Na+].C([O-])(O)=O.[Na+]. The catalyst is CC(O)(C)C.O. The product is [C:16]([O:15][C:13]([N:9]1[CH:10]([CH3:12])[CH2:11][C:6]2[NH:5][N:4]=[C:3]([C:1]([OH:26])=[O:2])[C:7]=2[CH2:8]1)=[O:14])([CH3:18])([CH3:17])[CH3:19]. The yield is 0.495. (2) The reactants are [ClH:1].[NH2:2][C:3]1[S:4][CH2:5][C@@H:6]2[CH2:11][O:10][CH2:9][C@:7]2([C:12]2[CH:13]=[C:14]([NH:19][C:20](=[O:28])[C:21]3[CH:26]=[CH:25][C:24]([F:27])=[CH:23][N:22]=3)[CH:15]=[C:16]([F:18])[CH:17]=2)[N:8]=1. The catalyst is ClCCl.[OH-].[Na+].CO. The product is [ClH:1].[ClH:1].[NH2:2][C:3]1[S:4][CH2:5][C@@H:6]2[CH2:11][O:10][CH2:9][C@:7]2([C:12]2[CH:13]=[C:14]([NH:19][C:20](=[O:28])[C:21]3[CH:26]=[CH:25][C:24]([F:27])=[CH:23][N:22]=3)[CH:15]=[C:16]([F:18])[CH:17]=2)[N:8]=1. The yield is 0.510.